Dataset: Retrosynthesis with 50K atom-mapped reactions and 10 reaction types from USPTO. Task: Predict the reactants needed to synthesize the given product. (1) Given the product O=C(Nc1c(F)ccc(O)c1F)c1cccc(-c2cccc(F)c2)c1, predict the reactants needed to synthesize it. The reactants are: Nc1c(F)ccc(O)c1F.O=C(O)c1cccc(-c2cccc(F)c2)c1. (2) Given the product CN(C)c1nc(NC2CCC(CN)CC2)nc2ccccc12, predict the reactants needed to synthesize it. The reactants are: CN(C)c1nc(N[C@H]2CC[C@@H](CNC(=O)OCc3ccccc3)CC2)nc2ccccc12. (3) Given the product CCCN(CC(O)(CNc1cc(C)cc2c1cnn2-c1ccc(F)cc1)C(F)(F)F)C(=O)c1ccccc1C, predict the reactants needed to synthesize it. The reactants are: CCCNCC(O)(CNc1cc(C)cc2c1cnn2-c1ccc(F)cc1)C(F)(F)F.Cc1ccccc1C(=O)O. (4) Given the product CSc1cc(C#N)cc(Cl)n1, predict the reactants needed to synthesize it. The reactants are: C[S-].N#Cc1cc(Cl)nc(Cl)c1. (5) Given the product CN(CCCN(C)C(=O)c1ccc(N)cc1)C(=O)OC(C)(C)C, predict the reactants needed to synthesize it. The reactants are: CN(CCCN(C)C(=O)c1ccc([N+](=O)[O-])cc1)C(=O)OC(C)(C)C.